This data is from Reaction yield outcomes from USPTO patents with 853,638 reactions. The task is: Predict the reaction yield, written as a fraction of the theoretical maximum amount of product (1.0 means a 100% yield; for example, 0.34 means a 34% yield). (1) The reactants are [NH2:1][C:2]1[CH:7]=[CH:6][C:5]([Cl:8])=[CH:4][N:3]=1.CCN(CC)CC.Cl[C:17](=[O:23])[C:18]([O:20][CH2:21][CH3:22])=[O:19]. The catalyst is C(Cl)Cl.CCOC(C)=O. The product is [CH2:21]([O:20][C:18](=[O:19])[C:17]([NH:1][C:2]1[CH:7]=[CH:6][C:5]([Cl:8])=[CH:4][N:3]=1)=[O:23])[CH3:22]. The yield is 0.340. (2) The reactants are F.F.F.[CH3:4][N:5]([CH3:36])[O:6][CH2:7][CH2:8][O:9][C@:10]1(CCN)[C@:14](CCN)([OH:15])[C@@H:13]([CH2:19][OH:20])[O:12][C@@:11]1(CCN)[N:21]1[CH:28]=[C:27]([CH3:29])[C:25](=[O:26])[NH:24][C:22]1=[O:23].C(N(CC)CC)C.[Si](OC[C@H]1O[C@@H](N2C=C(C)C(=O)NC2=O)[C@H](OCCON(C)C)[C@@H]1O)(C(C)(C)C)(C1C=CC=CC=1)C1C=CC=CC=1.CO. The catalyst is C1COCC1.C(Cl)Cl. The product is [CH3:4][N:5]([CH3:36])[O:6][CH2:7][CH2:8][O:9][C@@H:10]1[C@H:14]([OH:15])[C@@H:13]([CH2:19][OH:20])[O:12][C@H:11]1[N:21]1[CH:28]=[C:27]([CH3:29])[C:25](=[O:26])[NH:24][C:22]1=[O:23]. The yield is 0.925.